From a dataset of NCI-60 drug combinations with 297,098 pairs across 59 cell lines. Regression. Given two drug SMILES strings and cell line genomic features, predict the synergy score measuring deviation from expected non-interaction effect. (1) Drug 1: CCCCCOC(=O)NC1=NC(=O)N(C=C1F)C2C(C(C(O2)C)O)O. Drug 2: CN(CCCl)CCCl.Cl. Cell line: SK-OV-3. Synergy scores: CSS=8.97, Synergy_ZIP=-4.74, Synergy_Bliss=-5.96, Synergy_Loewe=-4.12, Synergy_HSA=-3.00. (2) Drug 1: CCC(=C(C1=CC=CC=C1)C2=CC=C(C=C2)OCCN(C)C)C3=CC=CC=C3.C(C(=O)O)C(CC(=O)O)(C(=O)O)O. Drug 2: C(=O)(N)NO. Cell line: NCI/ADR-RES. Synergy scores: CSS=1.73, Synergy_ZIP=5.80, Synergy_Bliss=0.975, Synergy_Loewe=0.634, Synergy_HSA=-0.648. (3) Drug 1: CN1CCC(CC1)COC2=C(C=C3C(=C2)N=CN=C3NC4=C(C=C(C=C4)Br)F)OC. Drug 2: CCCCC(=O)OCC(=O)C1(CC(C2=C(C1)C(=C3C(=C2O)C(=O)C4=C(C3=O)C=CC=C4OC)O)OC5CC(C(C(O5)C)O)NC(=O)C(F)(F)F)O. Cell line: SR. Synergy scores: CSS=20.0, Synergy_ZIP=-5.63, Synergy_Bliss=-6.07, Synergy_Loewe=-24.1, Synergy_HSA=-6.32. (4) Drug 1: CCC1(CC2CC(C3=C(CCN(C2)C1)C4=CC=CC=C4N3)(C5=C(C=C6C(=C5)C78CCN9C7C(C=CC9)(C(C(C8N6C)(C(=O)OC)O)OC(=O)C)CC)OC)C(=O)OC)O.OS(=O)(=O)O. Drug 2: CC(C)NC(=O)C1=CC=C(C=C1)CNNC.Cl. Cell line: DU-145. Synergy scores: CSS=-8.15, Synergy_ZIP=5.18, Synergy_Bliss=3.95, Synergy_Loewe=-3.67, Synergy_HSA=-3.02.